From a dataset of Forward reaction prediction with 1.9M reactions from USPTO patents (1976-2016). Predict the product of the given reaction. (1) Given the reactants [F:1][C:2]1[CH:10]=[C:9]([F:11])[C:8]([C:12]2[C:13]([N+:32]([O-:34])=[O:33])=[CH:14][C:15]3[O:19][C:18]([C:20]4[CH:25]=[CH:24][C:23]([F:26])=[CH:22][CH:21]=4)=[C:17]([C:27](=[O:30])[NH:28][CH3:29])[C:16]=3[CH:31]=2)=[CH:7]C=1C(O)=O.C([N:38]([CH:42]([CH2:44][CH2:45][CH3:46])[CH3:43])[CH:39]([CH3:41])C)(C)C.CN(C([O:54]N1N=NC2C=CC=NC1=2)=[N+](C)C)C.F[P-](F)(F)(F)(F)F.FC(F)(F)C(O)=O, predict the reaction product. The product is: [C:42]12([NH:38][C:39]([C:41]3[C:2]([F:1])=[CH:10][C:9]([F:11])=[C:8]([C:12]4[C:13]([N+:32]([O-:34])=[O:33])=[CH:14][C:15]5[O:19][C:18]([C:20]6[CH:21]=[CH:22][C:23]([F:26])=[CH:24][CH:25]=6)=[C:17]([C:27]([NH:28][CH3:29])=[O:30])[C:16]=5[CH:31]=4)[CH:7]=3)=[O:54])[CH2:43][CH:45]([CH2:44]1)[CH2:46]2. (2) The product is: [Eu:23].[CH2:2]([N:3]([CH2:8][C:9]([OH:11])=[O:10])[CH2:4][C:5]([OH:7])=[O:6])[CH2:1][N:12]([CH2:17][C:18]([OH:20])=[O:19])[CH2:13][C:14]([OH:16])=[O:15]. Given the reactants [CH2:1]([N:12]([CH2:17][C:18]([OH:20])=[O:19])[CH2:13][C:14]([OH:16])=[O:15])[CH2:2][N:3]([CH2:8][C:9]([OH:11])=[O:10])[CH2:4][C:5]([OH:7])=[O:6].N.[O-2].[Eu+3:23].[O-2].[O-2].[Eu+3], predict the reaction product. (3) Given the reactants [Br:1][C:2]1[N:6]([CH:7]([CH3:9])[CH3:8])[N:5]=[CH:4][C:3]=1[CH2:10]O.P(Br)(Br)[Br:13], predict the reaction product. The product is: [Br:1][C:2]1[N:6]([CH:7]([CH3:9])[CH3:8])[N:5]=[CH:4][C:3]=1[CH2:10][Br:13]. (4) Given the reactants [F:1][C:2]1[CH:3]=[C:4]([Mg]Br)[CH:5]=[CH:6][CH:7]=1.[O:10]1[CH2:14][CH2:13][O:12][CH:11]1[CH2:15][C:16]1[CH:17]=[C:18]([CH:29]=[CH:30][CH:31]=1)[CH2:19][O:20][C:21]1[CH:22]=[C:23]([CH:26]=[CH:27][CH:28]=1)[CH:24]=[O:25].O1CCOC1CCCCCCCCOC1C=C(C=CC=1)C=O, predict the reaction product. The product is: [O:10]1[CH2:14][CH2:13][O:12][CH:11]1[CH2:15][C:16]1[CH:17]=[C:18]([CH:29]=[CH:30][CH:31]=1)[CH2:19][O:20][C:21]1[CH:22]=[C:23]([CH:24]([C:4]2[CH:5]=[CH:6][CH:7]=[C:2]([F:1])[CH:3]=2)[OH:25])[CH:26]=[CH:27][CH:28]=1. (5) Given the reactants [CH3:1][O:2][C:3]1[C:8]([CH3:9])=[C:7]([CH3:10])[C:6]([O:11][CH3:12])=[C:5]([CH3:13])[C:4]=1[CH2:14]/[CH:15]=[C:16](\[CH3:22])/[CH2:17][CH2:18][CH2:19][C:20]#N.C1(C)C=CC=CC=1.CC(C[AlH]CC(C)C)C.[OH2:39], predict the reaction product. The product is: [CH3:1][O:2][C:3]1[C:8]([CH3:9])=[C:7]([CH3:10])[C:6]([O:11][CH3:12])=[C:5]([CH3:13])[C:4]=1[CH2:14]/[CH:15]=[C:16](\[CH3:22])/[CH2:17][CH2:18][CH2:19][CH:20]=[O:39]. (6) Given the reactants [S:1]1[CH:5]=[CH:4][CH:3]=[C:2]1[CH:6]([NH2:9])[CH2:7][NH2:8].C(N=[C:14]=[S:15])C=C, predict the reaction product. The product is: [S:1]1[CH:5]=[CH:4][CH:3]=[C:2]1[CH:6]1[CH2:7][NH:8][C:14](=[S:15])[NH:9]1. (7) The product is: [C:1]([C:5]1[CH:6]=[C:7]2[C:12](=[CH:13][CH:14]=1)[C:11](=[O:15])[N:10]([C:16]1[C:17]([CH2:33][OH:34])=[C:18]([N:22]3[C:30]4[C:25](=[CH:26][CH:27]=[CH:28][CH:29]=4)[C:24]([C:31]([NH2:32])=[O:54])=[CH:23]3)[CH:19]=[CH:20][CH:21]=1)[N:9]=[CH:8]2)([CH3:4])([CH3:2])[CH3:3]. Given the reactants [C:1]([C:5]1[CH:6]=[C:7]2[C:12](=[CH:13][CH:14]=1)[C:11](=[O:15])[N:10]([C:16]1[C:17]([CH:33]=[O:34])=[C:18]([N:22]3[C:30]4[C:25](=[CH:26][CH:27]=[CH:28][CH:29]=4)[C:24]([C:31]#[N:32])=[CH:23]3)[CH:19]=[CH:20][CH:21]=1)[N:9]=[CH:8]2)([CH3:4])([CH3:3])[CH3:2].BrC1C(C=[O:54])=C(N2C3C(=CC=CC=3)C(C#N)=C2)C=CC=1, predict the reaction product. (8) Given the reactants OC1C(=O)NN=C(CCC2C=CC=CC=2)C=1.C([O:24][C:25]1[N:26]=[N:27][C:28]([C:39]#[C:40][C:41]2[CH:46]=[CH:45][C:44]([C:47]([F:50])([F:49])[F:48])=[C:43]([CH3:51])[CH:42]=2)=[CH:29][C:30]=1[O:31]CC1C=CC=CC=1)C1C=CC=CC=1, predict the reaction product. The product is: [OH:31][C:30]1[C:25](=[O:24])[NH:26][N:27]=[C:28]([CH2:39][CH2:40][C:41]2[CH:46]=[CH:45][C:44]([C:47]([F:49])([F:48])[F:50])=[C:43]([CH3:51])[CH:42]=2)[CH:29]=1. (9) Given the reactants Br[C:2]1[N:7]=[C:6]([CH3:8])[NH:5][C:4](=[O:9])[C:3]=1[N+:10]([O-:12])=[O:11].[NH2:13][C:14]1[S:15][C:16]2[CH2:22][CH2:21][NH:20][CH2:19][CH2:18][C:17]=2[N:23]=1.C(=O)([O-])[O-].[K+].[K+], predict the reaction product. The product is: [NH2:13][C:14]1[S:15][C:16]2[CH2:22][CH2:21][N:20]([C:2]3[N:7]=[C:6]([CH3:8])[NH:5][C:4](=[O:9])[C:3]=3[N+:10]([O-:12])=[O:11])[CH2:19][CH2:18][C:17]=2[N:23]=1. (10) Given the reactants [NH2:1][C:2]1[N:11]=[C:10]([CH3:12])[C:9]2[C:8](=[N:13][OH:14])[CH2:7][CH:6]([C:15]3[CH:20]=[CH:19][CH:18]=[CH:17][C:16]=3[C:21]3[CH:26]=[CH:25][CH:24]=[CH:23][CH:22]=3)[CH2:5][C:4]=2[N:3]=1.Cl.Cl.Cl[CH2:30][CH2:31][CH2:32][N:33]1[CH2:38][CH2:37][NH:36][CH2:35][CH2:34]1.[H-].[Na+].CN(C)CCCON=C1CC(C2C=C(F)C=CC=2C2C=CC=CC=2)CC2N=C(N)N=C(C)C1=2, predict the reaction product. The product is: [N:33]1([CH2:32][CH2:31][CH2:30][O:14][N:13]=[C:8]2[CH2:7][CH:6]([C:15]3[CH:20]=[CH:19][CH:18]=[CH:17][C:16]=3[C:21]3[CH:26]=[CH:25][CH:24]=[CH:23][CH:22]=3)[CH2:5][C:4]3[N:3]=[C:2]([NH2:1])[N:11]=[C:10]([CH3:12])[C:9]2=3)[CH2:38][CH2:37][NH:36][CH2:35][CH2:34]1.